This data is from Human liver microsome stability data. The task is: Regression/Classification. Given a drug SMILES string, predict its absorption, distribution, metabolism, or excretion properties. Task type varies by dataset: regression for continuous measurements (e.g., permeability, clearance, half-life) or binary classification for categorical outcomes (e.g., BBB penetration, CYP inhibition). Dataset: hlm. (1) The molecule is C=C(C)[C@@H]1CC[C@]2(NCCN3CCN(S(=O)(=O)CC)CC3)CC[C@]3(C)[C@H](CC[C@@H]4[C@@]5(C)CC=C(c6ccc(C(=O)O)cc6)C(C)(C)[C@@H]5CC[C@]43C)[C@@H]12. The result is 0 (unstable in human liver microsomes). (2) The molecule is COc1ccc2nc(NC(=O)C(CC3CCCC3)c3ccc(S(=O)(=O)NCc4ccncc4)cc3)sc2n1. The result is 1 (stable in human liver microsomes). (3) The compound is CCOC1(c2ccccc2)SC=C(C)n2c1noc2=O. The result is 1 (stable in human liver microsomes). (4) The molecule is O=C(O)C1(Sc2ccnc3ccc(Br)cc23)CCC1. The result is 0 (unstable in human liver microsomes). (5) The result is 1 (stable in human liver microsomes). The compound is COc1ccc2[nH]c([S+]([O-])Cc3ncc(C)c(OC)c3C)nc2c1. (6) The drug is N#Cc1ccc(OC2CCN(C(=O)NCc3ccc(Cl)cc3Cl)CC2)cc1. The result is 0 (unstable in human liver microsomes).